Dataset: Forward reaction prediction with 1.9M reactions from USPTO patents (1976-2016). Task: Predict the product of the given reaction. (1) Given the reactants Cl[C:2]1[CH:3]=[C:4]([C:14]([NH:16][CH2:17][C:18]2[C:19](=[O:26])[NH:20][C:21]([CH3:25])=[CH:22][C:23]=2[CH3:24])=[O:15])[C:5]2[CH:10]=[N:9][N:8]([CH:11]([CH3:13])[CH3:12])[C:6]=2[N:7]=1.[F:27][C:28]1[CH:33]=[CH:32][C:31](B(O)O)=[CH:30][CH:29]=1.C(=O)([O-])[O-].[Na+].[Na+].B(O)O, predict the reaction product. The product is: [CH3:24][C:23]1[CH:22]=[C:21]([CH3:25])[NH:20][C:19](=[O:26])[C:18]=1[CH2:17][NH:16][C:14]([C:4]1[C:5]2[CH:10]=[N:9][N:8]([CH:11]([CH3:13])[CH3:12])[C:6]=2[N:7]=[C:2]([C:31]2[CH:32]=[CH:33][C:28]([F:27])=[CH:29][CH:30]=2)[CH:3]=1)=[O:15]. (2) Given the reactants [Cl:1][C:2]1[CH:7]=[CH:6][C:5]([N:8]2[CH2:13][CH2:12][N:11]([S:14](/[CH:17]=[CH:18]/[CH2:19][CH2:20][C:21]3[CH:22]=[N:23][CH:24]=[C:25]([Cl:27])[CH:26]=3)(=[O:16])=[O:15])[CH2:10][CH2:9]2)=[CH:4][CH:3]=1.[NH2:28][OH:29], predict the reaction product. The product is: [Cl:1][C:2]1[CH:7]=[CH:6][C:5]([N:8]2[CH2:9][CH2:10][N:11]([S:14]([CH2:17][CH:18]([NH:28][OH:29])[CH2:19][CH2:20][C:21]3[CH:22]=[N:23][CH:24]=[C:25]([Cl:27])[CH:26]=3)(=[O:15])=[O:16])[CH2:12][CH2:13]2)=[CH:4][CH:3]=1. (3) Given the reactants [C:1]([C:5]1[N:6]=[C:7]([N:16]2[CH2:20][CH2:19][C:18]([F:22])([F:21])[CH2:17]2)[C:8]2[N:13]=[N:12][N:11]([CH2:14][CH3:15])[C:9]=2[N:10]=1)([CH3:4])([CH3:3])[CH3:2].C(C1N=C(N2CCC(F)(F)C2)C2N=NNC=2N=1)(C)(C)C.BrC[CH:45]1[CH2:50][CH2:49]C[CH2:47][CH2:46]1, predict the reaction product. The product is: [C:1]([C:5]1[N:6]=[C:7]([N:16]2[CH2:20][CH2:19][C:18]([F:21])([F:22])[CH2:17]2)[C:8]2[N:13]=[N:12][N:11]([CH2:14][CH:15]3[CH2:49][CH2:50][CH2:45][CH2:46][CH2:47]3)[C:9]=2[N:10]=1)([CH3:2])([CH3:3])[CH3:4]. (4) Given the reactants [N:1]1[C:10]2[C:5](=[CH:6][CH:7]=[CH:8][CH:9]=2)[CH:4]=[CH:3][CH:2]=1.[CH3:11][S:12]([C:15]1[CH:20]=[CH:19][C:18]([CH2:21][C:22]#[N:23])=[CH:17][CH:16]=1)(=[O:14])=[O:13].N1CC[CH2:27][CH2:26][CH2:25]1.[C:30]1([CH3:36])[CH:35]=[CH:34][CH:33]=[CH:32][CH:31]=1, predict the reaction product. The product is: [CH:26]([C:7]1[CH:6]=[C:5]2[C:10](=[C:9]([C:32]3[CH:31]=[C:30]([CH:36]=[C:21]([C:18]4[CH:19]=[CH:20][C:15]([S:12]([CH3:11])(=[O:13])=[O:14])=[CH:16][CH:17]=4)[C:22]#[N:23])[CH:35]=[CH:34][CH:33]=3)[CH:8]=1)[N:1]=[CH:2][CH:3]=[CH:4]2)([CH3:27])[CH3:25]. (5) Given the reactants [CH2:1]([N:3]([CH2:7][CH2:8][CH2:9][CH2:10][O:11][C:12]1[CH:30]=[CH:29][C:15]2[C:16]([C:19]3[CH:24]=[CH:23][C:22]([C:25]([F:28])([F:27])[F:26])=[CH:21][CH:20]=3)=[N:17][S:18][C:14]=2[CH:13]=1)[CH2:4][CH2:5]O)[CH3:2].CCN(S(F)(F)[F:37])CC.C([O-])([O-])=O.[Na+].[Na+], predict the reaction product. The product is: [CH2:1]([N:3]([CH2:4][CH2:5][F:37])[CH2:7][CH2:8][CH2:9][CH2:10][O:11][C:12]1[CH:30]=[CH:29][C:15]2[C:16]([C:19]3[CH:24]=[CH:23][C:22]([C:25]([F:28])([F:27])[F:26])=[CH:21][CH:20]=3)=[N:17][S:18][C:14]=2[CH:13]=1)[CH3:2]. (6) Given the reactants FC(F)(F)S(O[C:7]1[C:8]([C:18](=[O:20])[CH3:19])=[CH:9][C:10]([Cl:17])=[C:11]2[C:16]=1[N:15]=[CH:14][CH:13]=[CH:12]2)(=O)=O.Cl.[O:24]([CH:31]1[CH2:36][CH2:35][NH:34][CH2:33][CH2:32]1)[C:25]1[CH:30]=[CH:29][CH:28]=[CH:27][CH:26]=1.C1C=CC(P(C2C=CC3C(=CC=CC=3)C=2C2C3C(=CC=CC=3)C=CC=2P(C2C=CC=CC=2)C2C=CC=CC=2)C2C=CC=CC=2)=CC=1.C(=O)([O-])[O-].[Cs+].[Cs+], predict the reaction product. The product is: [Cl:17][C:10]1[CH:9]=[C:8]([C:18](=[O:20])[CH3:19])[C:7]([N:34]2[CH2:35][CH2:36][CH:31]([O:24][C:25]3[CH:30]=[CH:29][CH:28]=[CH:27][CH:26]=3)[CH2:32][CH2:33]2)=[C:16]2[C:11]=1[CH:12]=[CH:13][CH:14]=[N:15]2. (7) Given the reactants [C@@H:1]1([N:9]2[C:13]3=[N:14][CH:15]=[CH:16][C:17]([C:18]4[N:19](S(N(C)C)(=O)=O)[CH:20]=[CH:21][N:22]=4)=[C:12]3[CH:11]=[CH:10]2)[O:6][C@H:5]([CH2:7][OH:8])[C@@H:3]([OH:4])[CH2:2]1, predict the reaction product. The product is: [C@@H:1]1([N:9]2[C:13]3=[N:14][CH:15]=[CH:16][C:17]([C:18]4[NH:19][CH:20]=[CH:21][N:22]=4)=[C:12]3[CH:11]=[CH:10]2)[O:6][C@H:5]([CH2:7][OH:8])[C@@H:3]([OH:4])[CH2:2]1.